Dataset: Full USPTO retrosynthesis dataset with 1.9M reactions from patents (1976-2016). Task: Predict the reactants needed to synthesize the given product. Given the product [Li+:5].[CH3:7][CH:6]([N-:9][CH:10]([CH3:12])[CH3:11])[CH3:8].[Cl:13][C:14]1[C:15]([I:20])=[CH:16][N:17]=[CH:18][C:19]=1[CH2:1][CH3:2], predict the reactants needed to synthesize it. The reactants are: [CH2:1]([Li:5])[CH2:2]CC.[CH:6]([NH:9][CH:10]([CH3:12])[CH3:11])([CH3:8])[CH3:7].[Cl:13][C:14]1[CH:19]=[CH:18][N:17]=[CH:16][C:15]=1[I:20].